From a dataset of Reaction yield outcomes from USPTO patents with 853,638 reactions. Predict the reaction yield, written as a fraction of the theoretical maximum amount of product (1.0 means a 100% yield; for example, 0.34 means a 34% yield). (1) The product is [CH:22]1([C:2]2[CH:3]=[C:4]([C:13]([O:15][CH2:16][CH3:17])=[O:14])[C:5]3[O:9][C:8]([CH3:11])([CH3:10])[CH2:7][C:6]=3[CH:12]=2)[CH2:21][CH2:20][CH:19]=[CH:18]1. The reactants are I[C:2]1[CH:3]=[C:4]([C:13]([O:15][CH2:16][CH3:17])=[O:14])[C:5]2[O:9][C:8]([CH3:11])([CH3:10])[CH2:7][C:6]=2[CH:12]=1.[CH:18]1[CH2:22][CH2:21][CH2:20][CH:19]=1.CCCC[N+](CCCC)(CCCC)CCCC.[F-].C([O-])([O-])=O.[K+].[K+]. The yield is 0.664. The catalyst is C([O-])(=O)C.[Pd+2].C([O-])(=O)C.CC1C(P(C2C(C)=CC=CC=2)C2C(C)=CC=CC=2)=CC=CC=1.CCOC(C)=O.CN(C=O)C. (2) The reactants are [F:1][C:2]1[CH:7]=[CH:6][C:5]([CH:8]2[C:16]3[C:11](=[CH:12][C:13]([CH2:17][OH:18])=[CH:14][CH:15]=3)[CH2:10][O:9]2)=[CH:4][CH:3]=1.C(=O)([O-])O.[Na+].Cl[O-].[Na+].O. The catalyst is C(OCC)(=O)C.[Br-].C([N+](CCCC)(CCCC)CCCC)CCC. The product is [F:1][C:2]1[CH:7]=[CH:6][C:5]([CH:8]2[C:16]3[C:11](=[CH:12][C:13]([CH:17]=[O:18])=[CH:14][CH:15]=3)[CH2:10][O:9]2)=[CH:4][CH:3]=1. The yield is 0.842. (3) The reactants are [NH2:1][C:2]1[C:11]([OH:12])=[CH:10][CH:9]=[CH:8][C:3]=1[C:4]([O:6][CH3:7])=[O:5].[Cl:13][C:14]1[CH:22]=[C:21]([Cl:23])[CH:20]=[CH:19][C:15]=1[C:16](Cl)=O.O.CC1C=CC(S(O)(=O)=O)=CC=1. The catalyst is C1(C)C(C)=CC=CC=1. The product is [Cl:13][C:14]1[CH:22]=[C:21]([Cl:23])[CH:20]=[CH:19][C:15]=1[C:16]1[O:12][C:11]2[C:2](=[C:3]([C:4]([O:6][CH3:7])=[O:5])[CH:8]=[CH:9][CH:10]=2)[N:1]=1. The yield is 0.350. (4) The reactants are [NH2:1][C:2]1[CH:10]=[CH:9][C:8]([O:11][CH3:12])=[CH:7][C:3]=1[C:4]([OH:6])=[O:5].Cl[C:14](Cl)([O:16]C(=O)OC(Cl)(Cl)Cl)Cl. The catalyst is O1CCOCC1. The product is [CH3:12][O:11][C:8]1[CH:9]=[CH:10][C:2]2[NH:1][C:14](=[O:16])[O:5][C:4](=[O:6])[C:3]=2[CH:7]=1. The yield is 0.900.